Dataset: Reaction yield outcomes from USPTO patents with 853,638 reactions. Task: Predict the reaction yield, written as a fraction of the theoretical maximum amount of product (1.0 means a 100% yield; for example, 0.34 means a 34% yield). (1) The reactants are [C:1](O)(=[O:5])[C:2]([CH3:4])=[CH2:3].[C:7]([C:11]1[CH:16]=[CH:15][CH:14]=[CH:13][C:12]=1[O:17][CH2:18][CH:19]([CH3:21])[CH3:20])([CH3:10])([CH3:9])[CH3:8].CS(O)(=O)=O.O=P12OP3(OP(OP(O3)(O1)=O)(=O)O2)=O. The catalyst is O. The product is [CH2:18]([O:17][C:12]1[CH:13]=[C:14]2[C:15](=[CH:16][C:11]=1[C:7]([CH3:10])([CH3:9])[CH3:8])[C:1](=[O:5])[CH:2]([CH3:4])[CH2:3]2)[CH:19]([CH3:21])[CH3:20]. The yield is 0.760. (2) The reactants are [Cl:1][C:2]1[CH:7]=[CH:6][C:5]([C:8]2[CH:13]=[CH:12][CH:11]=[CH:10][C:9]=2B(O)O)=[CH:4][CH:3]=1.Br[C:18]1[CH:23]=[CH:22][C:21]([S:24]([NH2:27])(=[O:26])=[O:25])=[CH:20][CH:19]=1. No catalyst specified. The product is [Cl:1][C:2]1[CH:7]=[CH:6][C:5]([C:8]2[CH:13]=[CH:12][CH:11]=[CH:10][C:9]=2[C:18]2[CH:23]=[CH:22][C:21]([S:24]([NH2:27])(=[O:26])=[O:25])=[CH:20][CH:19]=2)=[CH:4][CH:3]=1. The yield is 0.670. (3) The reactants are [Cl:1][C:2]1[CH:7]=[CH:6][C:5]([C@H:8]([NH:11][S@@:12]([C:14]([CH3:17])([CH3:16])[CH3:15])=[O:13])[CH2:9][CH3:10])=[C:4]([F:18])[C:3]=1[O:19][C:20]1[S:21][C:22]2[CH:28]=[CH:27][C:26]([N+:29]([O-])=O)=[CH:25][C:23]=2[N:24]=1.[NH4+].[Cl-]. The catalyst is CO.O.[Fe]. The product is [NH2:29][C:26]1[CH:27]=[CH:28][C:22]2[S:21][C:20]([O:19][C:3]3[C:4]([F:18])=[C:5]([C@H:8]([NH:11][S@@:12]([C:14]([CH3:16])([CH3:15])[CH3:17])=[O:13])[CH2:9][CH3:10])[CH:6]=[CH:7][C:2]=3[Cl:1])=[N:24][C:23]=2[CH:25]=1. The yield is 0.610. (4) The reactants are CO[C:3](=[O:26])[CH:4]([C:9]1[N:13]2[CH:14]=[C:15]([CH3:18])[CH:16]=[CH:17][C:12]2=[N:11][C:10]=1[C:19]1[CH:24]=[CH:23][C:22]([CH3:25])=[CH:21][CH:20]=1)[CH2:5][CH2:6][CH:7]=O.[CH3:27][NH2:28].[BH4-].[Na+].O. The catalyst is CO.CO.CCOC(C)=O. The product is [CH3:27][N:28]1[CH2:7][CH2:6][CH2:5][CH:4]([C:9]2[N:13]3[CH:14]=[C:15]([CH3:18])[CH:16]=[CH:17][C:12]3=[N:11][C:10]=2[C:19]2[CH:24]=[CH:23][C:22]([CH3:25])=[CH:21][CH:20]=2)[C:3]1=[O:26]. The yield is 0.310. (5) The reactants are [CH3:1][N:2]([CH3:12])[S:3]([N:6]1[CH:10]=[C:9](Br)[N:8]=[CH:7]1)(=[O:5])=[O:4].[F:13][C:14]1[CH:19]=[CH:18][C:17](B(O)O)=[CH:16][CH:15]=1.C(=O)([O-])[O-].[Na+].[Na+].C1(C)C=CC=CC=1. The catalyst is [Pd].C1(P(C2C=CC=CC=2)C2C=CC=CC=2)C=CC=CC=1.C1(P(C2C=CC=CC=2)C2C=CC=CC=2)C=CC=CC=1.C1(P(C2C=CC=CC=2)C2C=CC=CC=2)C=CC=CC=1.C1(P(C2C=CC=CC=2)C2C=CC=CC=2)C=CC=CC=1.O. The product is [CH3:1][N:2]([CH3:12])[S:3]([N:6]1[CH:10]=[C:9]([C:17]2[CH:18]=[CH:19][C:14]([F:13])=[CH:15][CH:16]=2)[N:8]=[CH:7]1)(=[O:5])=[O:4]. The yield is 0.720. (6) The reactants are O=[C:2]([CH2:8]C)[CH2:3][C:4]([O:6][CH3:7])=[O:5].[CH3:10]OC(OC)N(C)C.Cl.[F:19][C:20]1[CH:21]=[C:22]([NH:27][NH2:28])[CH:23]=[C:24]([F:26])[CH:25]=1. The catalyst is C(O)C. The product is [F:19][C:20]1[CH:21]=[C:22]([N:27]2[CH:10]=[C:3]([C:4]([O:6][CH3:7])=[O:5])[C:2]([CH3:8])=[N:28]2)[CH:23]=[C:24]([F:26])[CH:25]=1. The yield is 0.620. (7) The reactants are [C:1]([C:3]1([NH:28][C:29](=[O:47])[CH:30]([CH2:40][CH:41]2[CH2:46][CH2:45][CH2:44][CH2:43][CH2:42]2)[CH2:31][C:32]([N:34]2[CH2:39][CH2:38][O:37][CH2:36][CH2:35]2)=[O:33])[CH2:7][CH2:6][N:5]([CH2:8]C2C3C(=CC=CC=3)N(S(C3C=CC(C)=CC=3)(=O)=O)C=2)[CH2:4]1)#[N:2].[NH4+:48].[Cl-]. The catalyst is CO. The product is [C:1]([C:3]1([NH:28][C:29](=[O:47])[CH:30]([CH2:40][CH:41]2[CH2:46][CH2:45][CH2:44][CH2:43][CH2:42]2)[CH2:31][C:32]([N:34]2[CH2:35][CH2:36][O:37][CH2:38][CH2:39]2)=[O:33])[CH2:7][CH2:6][N:5]([CH2:8][C:30]2[NH:48][C:42]3[C:41]([CH:40]=2)=[CH:46][CH:45]=[CH:44][CH:43]=3)[CH2:4]1)#[N:2]. The yield is 0.760. (8) The reactants are [Cl:1][C:2]1[CH:7]=[C:6]([Cl:8])[CH:5]=[CH:4][C:3]=1[C:9]1[N:10]=[C:11](/[CH:16]=[CH:17]/[C:18]2[CH:23]=[CH:22][C:21]([C:24]3[CH:29]=[CH:28][C:27]([OH:30])=[CH:26][CH:25]=3)=[CH:20][CH:19]=2)[N:12]([CH2:14][CH3:15])[CH:13]=1.I[C:32]1[CH:41]=[CH:40][C:35]([C:36]([O:38][CH3:39])=[O:37])=[CH:34][CH:33]=1. No catalyst specified. The product is [CH3:39][O:38][C:36](=[O:37])[C:35]1[CH:40]=[CH:41][C:32]([O:30][C:27]2[CH:26]=[CH:25][C:24]([C:21]3[CH:22]=[CH:23][C:18](/[CH:17]=[CH:16]/[C:11]4[N:12]([CH2:14][CH3:15])[CH:13]=[C:9]([C:3]5[CH:4]=[CH:5][C:6]([Cl:8])=[CH:7][C:2]=5[Cl:1])[N:10]=4)=[CH:19][CH:20]=3)=[CH:29][CH:28]=2)=[CH:33][CH:34]=1. The yield is 0.460. (9) The catalyst is CO.O. The reactants are [OH:1][C:2]1[C:11](O)=[CH:10][CH:9]=[CH:8][C:3]=1[C:4]([O:6][CH3:7])=[O:5].C(=O)([O-])[O-].[K+].[K+].CN([CH:22]=[O:23])C.[CH2:24](Br)[CH2:25][CH2:26][CH2:27][CH2:28][CH2:29][CH2:30][CH2:31][CH2:32][CH2:33][CH2:34][CH2:35][CH2:36][CH2:37][CH2:38][CH2:39][CH2:40][CH2:41][CH2:42][CH3:43]. The product is [CH2:24]([O:1][C:2]1[C:11]([O:23][CH2:22][CH2:42][CH2:41][CH2:40][CH2:39][CH2:38][CH2:37][CH2:36][CH2:35][CH2:34][CH2:33][CH2:32][CH2:31][CH2:30][CH2:29][CH2:28][CH2:27][CH2:26][CH2:25][CH3:24])=[CH:10][CH:9]=[CH:8][C:3]=1[C:4]([O:6][CH3:7])=[O:5])[CH2:25][CH2:26][CH2:27][CH2:28][CH2:29][CH2:30][CH2:31][CH2:32][CH2:33][CH2:34][CH2:35][CH2:36][CH2:37][CH2:38][CH2:39][CH2:40][CH2:41][CH2:42][CH3:43]. The yield is 0.949.